Predict the reactants needed to synthesize the given product. From a dataset of Full USPTO retrosynthesis dataset with 1.9M reactions from patents (1976-2016). (1) Given the product [Cl:1][C:2]1[CH:19]=[C:18]([CH:17]=[CH:16][C:3]=1[O:4][C:5]1[C:14]2[C:9](=[C:10]([F:15])[CH:11]=[CH:12][CH:13]=2)[N:8]=[CH:7][CH:6]=1)[NH2:20], predict the reactants needed to synthesize it. The reactants are: [Cl:1][C:2]1[CH:19]=[C:18]([N+:20]([O-])=O)[CH:17]=[CH:16][C:3]=1[O:4][C:5]1[C:14]2[C:9](=[C:10]([F:15])[CH:11]=[CH:12][CH:13]=2)[N:8]=[CH:7][CH:6]=1.O.[Cl-].[Ca+2].[Cl-]. (2) Given the product [C:30]1([NH:29][C:10]([C:8]2[S:7][C:6]3[CH:13]=[CH:14][C:3]([C:2]([F:1])([F:16])[F:15])=[CH:4][C:5]=3[CH:9]=2)=[O:12])[CH:35]=[CH:34][CH:33]=[CH:32][CH:31]=1, predict the reactants needed to synthesize it. The reactants are: [F:1][C:2]([F:16])([F:15])[C:3]1[CH:14]=[CH:13][C:6]2[S:7][C:8]([C:10]([OH:12])=O)=[CH:9][C:5]=2[CH:4]=1.Cl.C(N=C=NCCCN(C)C)C.[NH2:29][C:30]1[CH:35]=[CH:34][CH:33]=[CH:32][CH:31]=1. (3) Given the product [C:1]([N:5]1[C:9]([C:10]2[CH:15]=[CH:14][C:13]([O:16][CH3:17])=[CH:12][CH:11]=2)=[C:8]([C:18]2[S:19][CH:20]=[C:21]([CH2:23][CH2:24][C:25]([NH:27][CH2:28][CH:29]3[CH2:34][CH2:33][O:32][CH2:31][CH2:30]3)=[O:26])[N:22]=2)[CH:7]=[N:6]1)([CH3:4])([CH3:2])[CH3:3], predict the reactants needed to synthesize it. The reactants are: [C:1]([N:5]1[C:9]([C:10]2[CH:15]=[CH:14][C:13]([O:16][CH3:17])=[CH:12][CH:11]=2)=[C:8]([C:18]2[S:19][CH:20]=[C:21](/[CH:23]=[CH:24]/[C:25]([NH:27][CH2:28][CH:29]3[CH2:34][CH2:33][O:32][CH2:31][CH2:30]3)=[O:26])[N:22]=2)[CH:7]=[N:6]1)([CH3:4])([CH3:3])[CH3:2].[H][H]. (4) Given the product [F:8][C:4]1[CH:5]=[CH:6][CH:7]=[C:2]([F:1])[C:3]=1[C:9]1[CH:10]=[C:11]2[C:15](=[CH:16][CH:17]=1)[NH:14][CH:13]=[C:12]2[C:18]1[CH:23]=[C:22]([O:24][CH3:25])[N:21]=[C:20]([NH:26][C@@H:27]2[CH2:32][CH2:31][CH2:30][NH:29][CH2:28]2)[N:19]=1, predict the reactants needed to synthesize it. The reactants are: [F:1][C:2]1[CH:7]=[CH:6][CH:5]=[C:4]([F:8])[C:3]=1[C:9]1[CH:10]=[C:11]2[C:15](=[CH:16][CH:17]=1)[NH:14][CH:13]=[C:12]2[C:18]1[CH:23]=[C:22]([O:24][CH3:25])[N:21]=[C:20]([NH:26][C@@H:27]2[CH2:32][CH2:31][CH2:30][N:29](C(OC(C)(C)C)=O)[CH2:28]2)[N:19]=1.Cl. (5) Given the product [CH2:29]([C:15]1[C:5]2[O:4][CH:9]([CH2:11][OH:10])[CH2:8][O:7][C:6]=2[CH:12]=[CH:13][C:14]=1[O:16][CH2:17][C:18]1[CH:19]=[CH:20][CH:21]=[CH:22][CH:23]=1)[CH:24]=[CH2:25], predict the reactants needed to synthesize it. The reactants are: C([O:4][C:5]1[CH:15]=[C:14]([O:16][CH2:17][C:18]2[CH:23]=[CH:22][CH:21]=[CH:20][CH:19]=2)[CH:13]=[CH:12][C:6]=1[O:7][CH2:8][C@@H:9]1[CH2:11][O:10]1)C=C.[C:24]1(C)[CH:29]=C(C)C=C(C)[CH:25]=1.